This data is from Reaction yield outcomes from USPTO patents with 853,638 reactions. The task is: Predict the reaction yield, written as a fraction of the theoretical maximum amount of product (1.0 means a 100% yield; for example, 0.34 means a 34% yield). (1) The reactants are [CH3:1][S:2][C:3]1[N:11]=[C:6]2[NH:7][CH:8]=[CH:9][CH:10]=[C:5]2[N:4]=1.[Cl:12][C:13]1[CH:18]=[CH:17][C:16]([CH2:19]Cl)=[CH:15][N:14]=1.C(N(CC)CC)C. The catalyst is C1C=CC=CC=1. The product is [Cl:12][C:13]1[N:14]=[CH:15][C:16]([CH2:19][N:7]2[CH:8]=[CH:9][CH:10]=[C:5]3[N:4]=[C:3]([S:2][CH3:1])[N:11]=[C:6]23)=[CH:17][CH:18]=1. The yield is 0.480. (2) The reactants are [NH:1]1[C:9]2[C:4](=[CH:5][CH:6]=[CH:7][CH:8]=2)[CH:3]=[C:2]1[CH:10]([CH3:16])[C:11]([O:13][CH2:14][CH3:15])=[O:12].[N+:17]([O-])([O-:19])=[O:18].[Na+]. The catalyst is S(=O)(=O)(O)O. The product is [N+:17]([C:6]1[CH:5]=[C:4]2[C:9](=[CH:8][CH:7]=1)[NH:1][C:2]([CH:10]([CH3:16])[C:11]([O:13][CH2:14][CH3:15])=[O:12])=[CH:3]2)([O-:19])=[O:18]. The yield is 0.310.